This data is from Full USPTO retrosynthesis dataset with 1.9M reactions from patents (1976-2016). The task is: Predict the reactants needed to synthesize the given product. (1) Given the product [Cl:1][C:2]1[C:7]([C:8]([O:10][CH2:11][CH3:12])=[O:9])=[CH:6][N:5]=[C:4]([C:19]2[CH:18]=[CH:17][CH:16]=[C:15]([F:14])[CH:20]=2)[CH:3]=1, predict the reactants needed to synthesize it. The reactants are: [Cl:1][C:2]1[C:7]([C:8]([O:10][CH2:11][CH3:12])=[O:9])=[CH:6][N:5]=[C:4](Cl)[CH:3]=1.[F:14][C:15]1[CH:16]=[C:17]([Mg]Br)[CH:18]=[CH:19][CH:20]=1. (2) The reactants are: [CH3:1][O:2][C:3](=[O:15])[CH:4]([O:8][C:9](=O)[C:10]([CH3:13])([CH3:12])[CH3:11])[C:5](=O)[CH3:6].FC(F)(F)C([O-])=O.[NH4+:23]. Given the product [CH3:1][O:2][C:3]([C:4]1[O:8][C:9]([C:10]([CH3:13])([CH3:12])[CH3:11])=[N:23][C:5]=1[CH3:6])=[O:15], predict the reactants needed to synthesize it. (3) The reactants are: [N+:1]([C:4]1[CH:5]=[C:6](B(O)O)[CH:7]=[CH:8][CH:9]=1)([O-:3])=[O:2].I[C:14]1[CH:15]=[C:16]([NH:21][C:22](=[O:33])[C:23]2[CH:28]=[CH:27][CH:26]=[C:25]([C:29]([F:32])([F:31])[F:30])[CH:24]=2)[CH:17]=[N:18][C:19]=1[CH3:20].C(=O)([O-])[O-].[K+].[K+]. Given the product [CH3:20][C:19]1[N:18]=[CH:17][C:16]([NH:21][C:22](=[O:33])[C:23]2[CH:28]=[CH:27][CH:26]=[C:25]([C:29]([F:32])([F:30])[F:31])[CH:24]=2)=[CH:15][C:14]=1[C:6]1[CH:7]=[CH:8][CH:9]=[C:4]([N+:1]([O-:3])=[O:2])[CH:5]=1, predict the reactants needed to synthesize it.